This data is from Cav3 T-type calcium channel HTS with 100,875 compounds. The task is: Binary Classification. Given a drug SMILES string, predict its activity (active/inactive) in a high-throughput screening assay against a specified biological target. (1) The compound is S(Cc1c(n(nc1)c1ccccc1)n1cccc1)CC(=O)Nc1cc(OC)cc(OC)c1. The result is 1 (active). (2) The compound is O1C2(CCCCC2)C(NCc2occc2)=CC1=O. The result is 0 (inactive). (3) The drug is O(c1c(NC(=O)c2nnn(Cc3ccccc3)c2NC(=O)C)cccc1)C. The result is 0 (inactive).